From a dataset of Forward reaction prediction with 1.9M reactions from USPTO patents (1976-2016). Predict the product of the given reaction. (1) Given the reactants [Br:1][C:2]1[CH:7]=[CH:6][C:5]([NH:8][C:9](=[O:12])[CH2:10][NH2:11])=[C:4]([C:13]([C:15]2[CH:20]=[CH:19][CH:18]=[CH:17][C:16]=2[F:21])=O)[CH:3]=1.C(O)C, predict the reaction product. The product is: [Br:1][C:2]1[CH:7]=[CH:6][C:5]2[NH:8][C:9](=[O:12])[CH2:10][N:11]=[C:13]([C:15]3[CH:20]=[CH:19][CH:18]=[CH:17][C:16]=3[F:21])[C:4]=2[CH:3]=1. (2) Given the reactants Cl[CH:2]([O:5][C:6]1[CH:11]=[CH:10][C:9]([F:12])=[CH:8][CH:7]=1)[CH2:3][CH3:4].[NH2:13][C:14]1[C:29]([Cl:30])=[CH:28][C:17]([C:18]([O:20][CH2:21][CH:22]2[CH2:27][CH2:26][NH:25][CH2:24][CH2:23]2)=[O:19])=[C:16]([O:31][CH3:32])[CH:15]=1.C(N(CC)CC)C, predict the reaction product. The product is: [NH2:13][C:14]1[C:29]([Cl:30])=[CH:28][C:17]([C:18]([O:20][CH2:21][CH:22]2[CH2:23][CH2:24][N:25]([CH2:4][CH2:3][CH2:2][O:5][C:6]3[CH:11]=[CH:10][C:9]([F:12])=[CH:8][CH:7]=3)[CH2:26][CH2:27]2)=[O:19])=[C:16]([O:31][CH3:32])[CH:15]=1. (3) Given the reactants Cl[CH2:2][C:3]1[CH:21]=[CH:20][C:6]([O:7][CH2:8][C:9]2[N:10]=[C:11]([C:15]3[O:16][CH:17]=[CH:18][CH:19]=3)[O:12][C:13]=2[CH3:14])=[C:5]([O:22][CH3:23])[CH:4]=1.[CH2:24]([N:31]1[CH:35]=[C:34]([C:36]([O:38][CH2:39][CH3:40])=[O:37])[C:33]([OH:41])=[N:32]1)[C:25]1[CH:30]=[CH:29][CH:28]=[CH:27][CH:26]=1.C(=O)([O-])[O-].[K+].[K+].CN(C)C=O, predict the reaction product. The product is: [CH2:24]([N:31]1[CH:35]=[C:34]([C:36]([O:38][CH2:39][CH3:40])=[O:37])[C:33]([O:41][CH2:2][C:3]2[CH:21]=[CH:20][C:6]([O:7][CH2:8][C:9]3[N:10]=[C:11]([C:15]4[O:16][CH:17]=[CH:18][CH:19]=4)[O:12][C:13]=3[CH3:14])=[C:5]([O:22][CH3:23])[CH:4]=2)=[N:32]1)[C:25]1[CH:26]=[CH:27][CH:28]=[CH:29][CH:30]=1. (4) Given the reactants [H-].[Na+].Cl[C:4]1[CH:5]=[C:6]2[N:13]([CH3:14])[CH2:12][CH2:11][N:7]2[C:8](=[O:10])[N:9]=1.[OH:15][CH2:16][C:17]1[CH:18]=[CH:19][C:20]([O:25][C:26]2[CH:31]=[CH:30][CH:29]=[C:28]([C:32]([F:35])([F:34])[F:33])[CH:27]=2)=[C:21]([CH:24]=1)[C:22]#[N:23].Cl, predict the reaction product. The product is: [CH3:14][N:13]1[C:6]2[N:7]([C:8](=[O:10])[N:9]=[C:4]([O:15][CH2:16][C:17]3[CH:18]=[CH:19][C:20]([O:25][C:26]4[CH:31]=[CH:30][CH:29]=[C:28]([C:32]([F:33])([F:34])[F:35])[CH:27]=4)=[C:21]([CH:24]=3)[C:22]#[N:23])[CH:5]=2)[CH2:11][CH2:12]1. (5) Given the reactants [NH2:1][C:2]1[S:3][C:4]2[C:10]([N+:11]([O-:13])=[O:12])=[C:9]([O:14][C:15]3[CH:16]=[CH:17][C:18]([F:36])=[C:19]([NH:21][C:22](=[O:35])[C:23]4[CH:28]=[CH:27][CH:26]=[C:25]([C:29]([C:32]#[N:33])([CH3:31])[CH3:30])[C:24]=4[Cl:34])[CH:20]=3)[CH:8]=[CH:7][C:5]=2[N:6]=1.[C:37](Cl)(=[O:39])[CH3:38], predict the reaction product. The product is: [C:37]([NH:1][C:2]1[S:3][C:4]2[C:10]([N+:11]([O-:13])=[O:12])=[C:9]([O:14][C:15]3[CH:16]=[CH:17][C:18]([F:36])=[C:19]([NH:21][C:22](=[O:35])[C:23]4[CH:28]=[CH:27][CH:26]=[C:25]([C:29]([C:32]#[N:33])([CH3:31])[CH3:30])[C:24]=4[Cl:34])[CH:20]=3)[CH:8]=[CH:7][C:5]=2[N:6]=1)(=[O:39])[CH3:38]. (6) Given the reactants C([O:4][CH2:5][C:6]([C:8]1[CH:9]=[CH:10][C:11]([O:24][CH2:25][C:26]2[CH:31]=[CH:30][CH:29]=[CH:28][CH:27]=2)=[C:12]([CH:23]=1)[C:13]([O:15][CH2:16][C:17]1[CH:22]=[CH:21][CH:20]=[CH:19][CH:18]=1)=[O:14])=[O:7])(=O)C.Cl, predict the reaction product. The product is: [CH2:25]([O:24][C:11]1[CH:10]=[CH:9][C:8]([C:6](=[O:7])[CH2:5][OH:4])=[CH:23][C:12]=1[C:13]([O:15][CH2:16][C:17]1[CH:22]=[CH:21][CH:20]=[CH:19][CH:18]=1)=[O:14])[C:26]1[CH:27]=[CH:28][CH:29]=[CH:30][CH:31]=1. (7) Given the reactants [F:1][C:2]([F:17])([F:16])[C:3]1[CH:4]=[C:5]([C:9]2[N:10]=[C:11]([CH2:14]O)[S:12][CH:13]=2)[CH:6]=[CH:7][CH:8]=1.C(Cl)(=O)C(Cl)=O.C(=O)([O-])O.[Na+].[I-:29].[Na+], predict the reaction product. The product is: [I:29][CH2:14][C:11]1[S:12][CH:13]=[C:9]([C:5]2[CH:6]=[CH:7][CH:8]=[C:3]([C:2]([F:17])([F:16])[F:1])[CH:4]=2)[N:10]=1.